Predict the reaction yield, written as a fraction of the theoretical maximum amount of product (1.0 means a 100% yield; for example, 0.34 means a 34% yield). From a dataset of Reaction yield outcomes from USPTO patents with 853,638 reactions. (1) The reactants are [C:1]([C:3]1[CH:4]([C:19]2[CH:24]=[CH:23][C:22]([CH3:25])=[CH:21][CH:20]=2)[C:5]([C:15]([O:17][CH3:18])=[O:16])=[C:6]([CH2:13][CH3:14])[NH:7][C:8]=1[CH2:9][CH:10]([CH3:12])[CH3:11])#[N:2].[N+]([O-])([O-])=O.[NH4+].[Ce]. The catalyst is CC(C)=O.O. The product is [C:1]([C:3]1[C:8]([CH2:9][CH:10]([CH3:11])[CH3:12])=[N:7][C:6]([CH2:13][CH3:14])=[C:5]([C:4]=1[C:19]1[CH:20]=[CH:21][C:22]([CH3:25])=[CH:23][CH:24]=1)[C:15]([O:17][CH3:18])=[O:16])#[N:2]. The yield is 0.470. (2) The reactants are [CH3:1][C:2]1[CH:11]=[CH:10][C:9]([N+:12]([O-])=O)=[CH:8][C:3]=1[C:4]([O:6][CH3:7])=[O:5]. The catalyst is CO. The product is [NH2:12][C:9]1[CH:10]=[CH:11][C:2]([CH3:1])=[C:3]([CH:8]=1)[C:4]([O:6][CH3:7])=[O:5]. The yield is 0.970. (3) The reactants are Cl[C:2]1[N:7]=[C:6]([O:8][CH3:9])[N:5]=[C:4]([NH:10][CH2:11][CH2:12][C:13]2[CH:18]=[CH:17][C:16]([O:19][CH3:20])=[CH:15][CH:14]=2)[CH:3]=1.[N:21]1[C:30]2[C:25](=[CH:26][C:27](B(O)O)=[CH:28][CH:29]=2)[CH:24]=[CH:23][CH:22]=1.COCCOC. The catalyst is C1C=CC([P]([Pd]([P](C2C=CC=CC=2)(C2C=CC=CC=2)C2C=CC=CC=2)([P](C2C=CC=CC=2)(C2C=CC=CC=2)C2C=CC=CC=2)[P](C2C=CC=CC=2)(C2C=CC=CC=2)C2C=CC=CC=2)(C2C=CC=CC=2)C2C=CC=CC=2)=CC=1.O. The product is [CH3:20][O:19][C:16]1[CH:17]=[CH:18][C:13]([CH2:12][CH2:11][NH:10][C:4]2[CH:3]=[C:2]([C:27]3[CH:26]=[C:25]4[C:30](=[CH:29][CH:28]=3)[N:21]=[CH:22][CH:23]=[CH:24]4)[N:7]=[C:6]([O:8][CH3:9])[N:5]=2)=[CH:14][CH:15]=1. The yield is 0.710. (4) The catalyst is CN(C=O)C.CCOC(C)=O. The yield is 0.410. The product is [N:16]1[CH:1]([CH:3]2[CH2:8][O:7][CH2:6][CH2:5][N:4]2[C:9]([O:11][C:12]([CH3:15])([CH3:14])[CH3:13])=[O:10])[N:2]=[N:18][N:17]=1. The reactants are [C:1]([CH:3]1[CH2:8][O:7][CH2:6][CH2:5][N:4]1[C:9]([O:11][C:12]([CH3:15])([CH3:14])[CH3:13])=[O:10])#[N:2].[N-:16]=[N+:17]=[N-:18].[Na+].[Cl-].[NH4+].